Dataset: Catalyst prediction with 721,799 reactions and 888 catalyst types from USPTO. Task: Predict which catalyst facilitates the given reaction. (1) Reactant: [C:1]([O:5][C:6]([NH:8][C@H:9]([CH2:12][C:13]1[CH:18]=[CH:17][CH:16]=[CH:15][CH:14]=1)[CH2:10][OH:11])=[O:7])([CH3:4])([CH3:3])[CH3:2].C(N(CC)CC)C.[C:26](Cl)(=[O:31])[C:27]([CH3:30])([CH3:29])[CH3:28]. Product: [C:26]([O:11][CH2:10][C@H:9]([NH:8][C:6]([O:5][C:1]([CH3:4])([CH3:2])[CH3:3])=[O:7])[CH2:12][C:13]1[CH:14]=[CH:15][CH:16]=[CH:17][CH:18]=1)(=[O:31])[C:27]([CH3:30])([CH3:29])[CH3:28]. The catalyst class is: 172. (2) The catalyst class is: 55. Product: [CH:1]([O:4][C:5]1[CH:14]=[C:13]([C:15]([F:18])([F:17])[F:16])[C:12]2[C:7](=[CH:8][CH:9]=[C:10]3[N:22]([CH2:13][C:15]([F:18])([F:17])[F:16])[C@H:21]([CH3:23])[CH2:20][O:19][C:11]3=2)[N:6]=1)([CH3:3])[CH3:2]. Reactant: [CH:1]([O:4][C:5]1[CH:14]=[C:13]([C:15]([F:18])([F:17])[F:16])[C:12]2[C:7](=[CH:8][CH:9]=[C:10]3[NH:22][C@H:21]([CH3:23])[CH2:20][O:19][C:11]3=2)[N:6]=1)([CH3:3])[CH3:2].[BH4-].[Na+]. (3) Product: [CH2:5]([O:4][C:2]([N:18]1[C:17]2[CH:16]=[C:15]([Cl:23])[CH:14]=[C:13]([Br:12])[C:22]=2[O:21][CH2:20][CH2:19]1)=[O:3])[C:6]1[CH:11]=[CH:10][CH:9]=[CH:8][CH:7]=1. Reactant: Cl[C:2]([O:4][CH2:5][C:6]1[CH:11]=[CH:10][CH:9]=[CH:8][CH:7]=1)=[O:3].[Br:12][C:13]1[C:22]2[O:21][CH2:20][CH2:19][NH:18][C:17]=2[CH:16]=[C:15]([Cl:23])[CH:14]=1.[OH-].[Na+]. The catalyst class is: 13. (4) Reactant: [CH3:1][O:2][C:3]1[CH:4]=[C:5]([CH:17]=[CH:18][C:19]([OH:21])=O)[CH:6]=[CH:7][C:8]=1[O:9][CH2:10][C:11]1[CH:16]=[CH:15][CH:14]=[CH:13][CH:12]=1.S(Cl)([Cl:24])=O.C1(C)C=CC=CC=1. Product: [CH3:1][O:2][C:3]1[CH:4]=[C:5]([CH:17]=[CH:18][C:19]([Cl:24])=[O:21])[CH:6]=[CH:7][C:8]=1[O:9][CH2:10][C:11]1[CH:16]=[CH:15][CH:14]=[CH:13][CH:12]=1. The catalyst class is: 9. (5) Product: [NH:1]1[C:9]2[CH2:8][CH2:7][NH:6][CH2:5][C:4]=2[C:3]([C:17]([O:19][CH2:20][CH3:21])=[O:18])=[N:2]1. Reactant: [NH:1]1[C:9]2[CH2:8][CH2:7][N:6](C(OC(C)(C)C)=O)[CH2:5][C:4]=2[C:3]([C:17]([O:19][CH2:20][CH3:21])=[O:18])=[N:2]1. The catalyst class is: 12.